Regression. Given two drug SMILES strings and cell line genomic features, predict the synergy score measuring deviation from expected non-interaction effect. From a dataset of NCI-60 drug combinations with 297,098 pairs across 59 cell lines. (1) Drug 1: CC12CCC3C(C1CCC2O)C(CC4=C3C=CC(=C4)O)CCCCCCCCCS(=O)CCCC(C(F)(F)F)(F)F. Drug 2: C1=NC2=C(N1)C(=S)N=CN2. Cell line: MOLT-4. Synergy scores: CSS=68.6, Synergy_ZIP=-3.63, Synergy_Bliss=-1.77, Synergy_Loewe=-26.1, Synergy_HSA=0.764. (2) Drug 1: CC1C(C(CC(O1)OC2CC(CC3=C2C(=C4C(=C3O)C(=O)C5=C(C4=O)C(=CC=C5)OC)O)(C(=O)C)O)N)O.Cl. Drug 2: CC1C(C(=O)NC(C(=O)N2CCCC2C(=O)N(CC(=O)N(C(C(=O)O1)C(C)C)C)C)C(C)C)NC(=O)C3=C4C(=C(C=C3)C)OC5=C(C(=O)C(=C(C5=N4)C(=O)NC6C(OC(=O)C(N(C(=O)CN(C(=O)C7CCCN7C(=O)C(NC6=O)C(C)C)C)C)C(C)C)C)N)C. Cell line: HOP-92. Synergy scores: CSS=5.49, Synergy_ZIP=-1.62, Synergy_Bliss=-1.92, Synergy_Loewe=-1.27, Synergy_HSA=-1.65. (3) Drug 1: CCC1(CC2CC(C3=C(CCN(C2)C1)C4=CC=CC=C4N3)(C5=C(C=C6C(=C5)C78CCN9C7C(C=CC9)(C(C(C8N6C=O)(C(=O)OC)O)OC(=O)C)CC)OC)C(=O)OC)O.OS(=O)(=O)O. Drug 2: CC1CCC2CC(C(=CC=CC=CC(CC(C(=O)C(C(C(=CC(C(=O)CC(OC(=O)C3CCCCN3C(=O)C(=O)C1(O2)O)C(C)CC4CCC(C(C4)OC)OCCO)C)C)O)OC)C)C)C)OC. Cell line: DU-145. Synergy scores: CSS=4.67, Synergy_ZIP=-2.37, Synergy_Bliss=3.59, Synergy_Loewe=-0.0416, Synergy_HSA=2.44. (4) Drug 1: C1CC(=O)NC(=O)C1N2CC3=C(C2=O)C=CC=C3N. Drug 2: C1=CC(=CC=C1CCCC(=O)O)N(CCCl)CCCl. Cell line: UO-31. Synergy scores: CSS=12.7, Synergy_ZIP=-4.76, Synergy_Bliss=0.0573, Synergy_Loewe=-3.79, Synergy_HSA=-0.399.